This data is from Forward reaction prediction with 1.9M reactions from USPTO patents (1976-2016). The task is: Predict the product of the given reaction. (1) Given the reactants [F:1][CH:2]([F:17])[O:3][C:4]1[CH:9]=[CH:8][C:7]([CH2:10][OH:11])=[CH:6][C:5]=1[CH:12]1[O:16][CH2:15][CH2:14][O:13]1.[H-].[Na+].[CH3:20]I, predict the reaction product. The product is: [F:17][CH:2]([F:1])[O:3][C:4]1[CH:9]=[CH:8][C:7]([CH2:10][O:11][CH3:20])=[CH:6][C:5]=1[CH:12]1[O:13][CH2:14][CH2:15][O:16]1. (2) The product is: [NH:8]1[CH2:9][CH2:10][CH:11]([O:14][C:15]2[N:16]=[CH:17][C:18]([C:21]3[CH:26]=[CH:25][C:24]([C:27]#[N:28])=[CH:23][CH:22]=3)=[CH:19][N:20]=2)[CH2:12][CH2:13]1. Given the reactants C(OC([N:8]1[CH2:13][CH2:12][CH:11]([O:14][C:15]2[N:20]=[CH:19][C:18]([C:21]3[CH:26]=[CH:25][C:24]([C:27]#[N:28])=[CH:23][CH:22]=3)=[CH:17][N:16]=2)[CH2:10][CH2:9]1)=O)(C)(C)C.FC(F)(F)C(O)=O, predict the reaction product. (3) Given the reactants [NH2:1][C:2]1[CH:3]=[C:4]([S:8][CH2:9][CH2:10][CH2:11][CH2:12][CH2:13][C:14]([O:16][CH2:17][CH3:18])=[O:15])[CH:5]=[CH:6][CH:7]=1.O.[C:20](Cl)(Cl)=[S:21], predict the reaction product. The product is: [N:1]([C:2]1[CH:3]=[C:4]([S:8][CH2:9][CH2:10][CH2:11][CH2:12][CH2:13][C:14]([O:16][CH2:17][CH3:18])=[O:15])[CH:5]=[CH:6][CH:7]=1)=[C:20]=[S:21]. (4) Given the reactants [CH:1]1([CH2:4][CH2:5][C:6]([OH:8])=O)[CH2:3][CH2:2]1.S(Cl)(Cl)=O.[Cl:13][C:14]1[C:19]([N:20]2[CH2:25][CH2:24][CH:23]([C:26]3[CH:31]=[CH:30][CH:29]=[CH:28][CH:27]=3)[CH2:22][CH2:21]2)=[CH:18][N:17]=[N:16][C:15]=1[NH:32][NH2:33].C(=O)(O)[O-].[Na+], predict the reaction product. The product is: [Cl:13][C:14]1[C:19]([N:20]2[CH2:21][CH2:22][CH:23]([C:26]3[CH:27]=[CH:28][CH:29]=[CH:30][CH:31]=3)[CH2:24][CH2:25]2)=[CH:18][N:17]=[N:16][C:15]=1[NH:32][NH:33][C:6](=[O:8])[CH2:5][CH2:4][CH:1]1[CH2:2][CH2:3]1. (5) Given the reactants [NH2:1][C:2]1[S:3][C:4]([S:10]([C:13]2[CH:18]=[CH:17][C:16]([O:19][C:20]([F:23])([F:22])[F:21])=[CH:15][CH:14]=2)(=[O:12])=[O:11])=[CH:5][C:6]=1[C:7]([NH2:9])=[O:8].[CH3:24][C@@H:25]1[O:32][C:26](=[O:27])[C@H:25]([CH3:24])[O:32][C:26]1=[O:27].C([O-])([O-])=O.[K+].[K+], predict the reaction product. The product is: [OH:32][C@@H:25]([CH3:24])[C:26]([NH:1][C:2]1[S:3][C:4]([S:10]([C:13]2[CH:14]=[CH:15][C:16]([O:19][C:20]([F:23])([F:21])[F:22])=[CH:17][CH:18]=2)(=[O:11])=[O:12])=[CH:5][C:6]=1[C:7]([NH2:9])=[O:8])=[O:27]. (6) The product is: [F:1][C:2]1[CH:30]=[CH:29][C:5]([CH2:6][N:7]2[C:15]3[CH:14]=[CH:13][CH:12]=[CH:11][C:10]=3[C:9]3[CH2:16][CH:17]4[CH2:20][N:21]([CH2:22][CH2:23][C:24]([O:26][CH2:27][CH3:28])=[O:25])[C:36](=[O:37])[N:18]4[CH2:19][C:8]2=3)=[CH:4][CH:3]=1. Given the reactants [F:1][C:2]1[CH:30]=[CH:29][C:5]([CH2:6][N:7]2[C:15]3[C:10](=[CH:11][CH:12]=[CH:13][CH:14]=3)[C:9]3[CH2:16][CH:17]([CH2:20][NH:21][CH2:22][CH2:23][C:24]([O:26][CH2:27][CH3:28])=[O:25])[NH:18][CH2:19][C:8]2=3)=[CH:4][CH:3]=1.C1N=CN([C:36](N2C=NC=C2)=[O:37])C=1.C(N(CC)C(C)C)(C)C, predict the reaction product. (7) Given the reactants C(C1C=CC(S([N:14]2[C:18]3=[N:19][CH:20]=[C:21]([NH:23][NH2:24])[N:22]=[C:17]3[CH:16]=[CH:15]2)(=O)=O)=CC=1)(C)(C)C.CCN(C(C)C)C(C)C.[CH:34]1([C:40](Cl)=O)[CH2:39][CH2:38][CH2:37][CH2:36][CH2:35]1.O=S(Cl)Cl.C([O-])([O-])=O.[Na+].[Na+], predict the reaction product. The product is: [CH:34]1([C:40]2[N:22]3[C:17]4[CH:16]=[CH:15][NH:14][C:18]=4[N:19]=[CH:20][C:21]3=[N:23][N:24]=2)[CH2:39][CH2:38][CH2:37][CH2:36][CH2:35]1. (8) The product is: [NH2:16][C:14]1[CH:13]=[CH:12][C:9]([C:10]#[N:11])=[C:8]([F:7])[CH:15]=1. Given the reactants [Cl-].[NH4+].C(O)(=O)C.[F:7][C:8]1[CH:15]=[C:14]([N+:16]([O-])=O)[CH:13]=[CH:12][C:9]=1[C:10]#[N:11], predict the reaction product. (9) The product is: [CH3:23][O:24][C:25](=[O:44])[CH2:26][CH2:27][C:28]1[CH:33]=[CH:32][C:31]([O:34][CH2:35][CH2:36][CH:37]([O:22][C:15]2[CH:16]=[CH:17][C:18]([CH2:20][CH3:21])=[CH:19][C:14]=2[C:12]([CH:7]2[CH2:8][CH2:9][CH2:10][CH2:11]2)=[O:13])[CH3:38])=[CH:30][C:29]=1[CH3:1].[CH:7]1([C:12]([C:14]2[CH:19]=[C:18]([CH2:20][CH3:21])[CH:17]=[CH:16][C:15]=2[O:39][CH:37]([CH3:38])[CH2:36][CH2:35][O:34][C:31]2[CH:32]=[CH:33][C:28]([CH2:27][CH2:26][C:25]([OH:24])=[O:44])=[C:29]([CH3:45])[CH:30]=2)=[O:13])[CH2:11][CH2:10][CH2:9][CH2:8]1. Given the reactants [C:1](=O)([O-])[O-].[Cs+].[Cs+].[CH:7]1([C:12]([C:14]2[CH:19]=[C:18]([CH2:20][CH3:21])[CH:17]=[CH:16][C:15]=2[OH:22])=[O:13])[CH2:11][CH2:10][CH2:9][CH2:8]1.[CH3:23][O:24][C:25](=[O:44])[CH2:26][CH2:27][C:28]1[CH:33]=[CH:32][C:31]([O:34][CH2:35][CH2:36][CH:37]([O:39]S(C)(=O)=O)[CH3:38])=[CH:30][CH:29]=1.[CH3:45]OC(=O)CC, predict the reaction product. (10) The product is: [CH3:1][CH2:2][CH2:3][CH:4]1[O:24][C@:23]2([C:25]([CH2:27][OH:28])=[O:26])[C@@H:6]([CH2:7][C@@H:8]3[C@:22]2([CH3:29])[CH2:21][C@H:20]([OH:30])[C@H:19]2[C@H:9]3[CH2:10][CH2:11][C:12]3[C@:18]2([CH3:31])[CH:17]=[CH:16][C:14](=[O:15])[CH:13]=3)[O:5]1.[CH2:32]([OH:34])[CH3:33].[OH2:5]. Given the reactants [CH3:1][CH2:2][CH2:3][CH:4]1[O:24][C@:23]2([C:25]([CH2:27][OH:28])=[O:26])[C@@H:6]([CH2:7][C@@H:8]3[C@:22]2([CH3:29])[CH2:21][C@H:20]([OH:30])[C@H:19]2[C@H:9]3[CH2:10][CH2:11][C:12]3[C@:18]2([CH3:31])[CH:17]=[CH:16][C:14](=[O:15])[CH:13]=3)[O:5]1.[CH2:32]([OH:34])[CH3:33], predict the reaction product.